Dataset: Full USPTO retrosynthesis dataset with 1.9M reactions from patents (1976-2016). Task: Predict the reactants needed to synthesize the given product. (1) The reactants are: [F:1][C:2]1[CH:3]=[C:4]([CH:8]=[CH:9][C:10]=1[O:11][C:12]1[CH:17]=[CH:16][C:15]([CH:18]=O)=[CH:14][CH:13]=1)[C:5]([NH2:7])=[O:6].CC(O)=O.[CH3:24][C:25]1[CH:26]=[C:27]([CH:32]2[CH2:36][CH2:35][CH2:34][NH:33]2)[CH:28]=[C:29]([CH3:31])[CH:30]=1.C(O[BH-](OC(=O)C)OC(=O)C)(=O)C.[Na+]. Given the product [CH3:31][C:29]1[CH:28]=[C:27]([CH:32]2[CH2:36][CH2:35][CH2:34][N:33]2[CH2:18][C:15]2[CH:14]=[CH:13][C:12]([O:11][C:10]3[CH:9]=[CH:8][C:4]([C:5]([NH2:7])=[O:6])=[CH:3][C:2]=3[F:1])=[CH:17][CH:16]=2)[CH:26]=[C:25]([CH3:24])[CH:30]=1, predict the reactants needed to synthesize it. (2) Given the product [F:24][C:20]1[CH:19]=[C:18]([C:13]2[C:12]([CH2:11][NH:10][C:7]3[CH:8]=[CH:9][C:4]([C:3]([NH:29][CH:26]([CH3:28])[CH3:27])=[O:25])=[CH:5][N:6]=3)=[C:16]([CH3:17])[O:15][N:14]=2)[CH:23]=[CH:22][CH:21]=1, predict the reactants needed to synthesize it. The reactants are: CO[C:3](=[O:25])[C:4]1[CH:9]=[CH:8][C:7]([NH:10][CH2:11][C:12]2[C:13]([C:18]3[CH:23]=[CH:22][CH:21]=[C:20]([F:24])[CH:19]=3)=[N:14][O:15][C:16]=2[CH3:17])=[N:6][CH:5]=1.[CH:26]([NH2:29])([CH3:28])[CH3:27]. (3) Given the product [CH2:13]([C@:15]1([OH:31])[C:27]2[CH:26]=[C:25]3[N:21]([CH2:22][C:23]4[C:24]3=[N:1][C:2]3[CH:9]=[C:8]([OH:10])[C:7]([O:11][CH3:12])=[CH:6][C:3]=3[CH:4]=4)[C:20](=[O:29])[C:19]=2[CH2:18][O:17][C:16]1=[O:30])[CH3:14], predict the reactants needed to synthesize it. The reactants are: [NH2:1][C:2]1[CH:9]=[C:8]([OH:10])[C:7]([O:11][CH3:12])=[CH:6][C:3]=1[CH:4]=O.[CH2:13]([C:15]1([OH:31])[C:27]2[CH:26]=[C:25]3[N:21]([CH2:22][CH2:23][C:24]3=O)[C:20](=[O:29])[C:19]=2[CH2:18][O:17][C:16]1=[O:30])[CH3:14].O.C1(C)C=CC(S(O)(=O)=O)=CC=1. (4) Given the product [CH3:1][O:2][C:3]1[C:4]([NH:15][C:16]([N:32]2[CH2:31][CH2:30][N:29]([C:26]3[CH:25]=[CH:24][C:23]([O:22][CH3:21])=[CH:28][CH:27]=3)[CH2:34][CH2:33]2)=[O:20])=[N:5][C:6]2[C:11]([N:12]=1)=[CH:10][C:9]([O:13][CH3:14])=[CH:8][CH:7]=2, predict the reactants needed to synthesize it. The reactants are: [CH3:1][O:2][C:3]1[C:4]([NH:15][C:16](=[O:20])OCC)=[N:5][C:6]2[C:11]([N:12]=1)=[CH:10][C:9]([O:13][CH3:14])=[CH:8][CH:7]=2.[CH3:21][O:22][C:23]1[CH:28]=[CH:27][C:26]([N:29]2[CH2:34][CH2:33][NH:32][CH2:31][CH2:30]2)=[CH:25][CH:24]=1. (5) Given the product [CH2:1]([O:5][C:6]1[CH:10]=[C:9]([C:11]([O:13][CH3:14])=[O:12])[N:8]([CH2:26][C:17]2[CH:18]=[CH:19][C:20]([C:22]([F:23])([F:25])[F:24])=[CH:21][C:16]=2[Cl:15])[N:7]=1)[CH2:2][CH2:3][CH3:4], predict the reactants needed to synthesize it. The reactants are: [CH2:1]([O:5][C:6]1[CH:10]=[C:9]([C:11]([O:13][CH3:14])=[O:12])[NH:8][N:7]=1)[CH2:2][CH2:3][CH3:4].[Cl:15][C:16]1[CH:21]=[C:20]([C:22]([F:25])([F:24])[F:23])[CH:19]=[CH:18][C:17]=1[CH2:26]Cl.C(=O)([O-])[O-].[K+].[K+].CN(C)C=O.